This data is from Forward reaction prediction with 1.9M reactions from USPTO patents (1976-2016). The task is: Predict the product of the given reaction. (1) Given the reactants [C:1]([C:5]1[CH:6]=[C:7]([NH:14][CH:15]=[O:16])[N:8]([CH2:10][CH:11]2[CH2:13][CH2:12]2)[N:9]=1)([CH3:4])([CH3:3])[CH3:2].[C:17](=O)([O-])O.[Na+], predict the reaction product. The product is: [C:1]([C:5]1[N:9]([CH3:17])[N:8]([CH2:10][CH:11]2[CH2:13][CH2:12]2)[C:7](=[N:14][CH:15]=[O:16])[CH:6]=1)([CH3:4])([CH3:2])[CH3:3]. (2) Given the reactants [C:1]([CH2:3][C:4](OCC)=O)#[N:2].[H-].[Na+].[Cl:11][C:12]1[CH:13]=[C:14]([F:19])C(F)=[N:16][CH:17]=1.O, predict the reaction product. The product is: [Cl:11][C:12]1[CH:13]=[C:14]([F:19])[C:4]([CH2:3][C:1]#[N:2])=[N:16][CH:17]=1. (3) Given the reactants [C:1]([O:5][C:6]([N:8]1[CH2:17][CH2:16][C:15]2[C:10](=[CH:11][CH:12]=[C:13]([NH:18][C:19]([C@@H:21]3[CH2:27][CH2:26][C@@H:25]4[CH2:28][N:22]3[C:23](=[O:37])[N:24]4[O:29]CC3C=CC=CC=3)=[O:20])[CH:14]=2)[CH2:9]1)=[O:7])([CH3:4])([CH3:3])[CH3:2], predict the reaction product. The product is: [C:1]([O:5][C:6]([N:8]1[CH2:17][CH2:16][C:15]2[C:10](=[CH:11][CH:12]=[C:13]([NH:18][C:19]([C@@H:21]3[CH2:27][CH2:26][C@@H:25]4[CH2:28][N:22]3[C:23](=[O:37])[N:24]4[OH:29])=[O:20])[CH:14]=2)[CH2:9]1)=[O:7])([CH3:4])([CH3:2])[CH3:3]. (4) Given the reactants [H-].[Na+].[CH2:3]([OH:5])[CH3:4].Cl[C:7]1[CH:12]=[CH:11][N+:10]([O-:13])=[C:9]([CH3:14])[C:8]=1[CH3:15], predict the reaction product. The product is: [CH2:3]([O:5][C:7]1[CH:12]=[CH:11][N+:10]([O-:13])=[C:9]([CH3:14])[C:8]=1[CH3:15])[CH3:4]. (5) Given the reactants C=O.[Cl:3][C:4]1[CH:5]=[C:6]([C@@H:14]([N:16]2[CH2:20][CH2:19][CH:18]([C:21]3([C:27]4[CH:32]=[CH:31][C:30]([F:33])=[CH:29][CH:28]=4)[CH2:26][CH2:25][NH:24][CH2:23][CH2:22]3)[C:17]2=[O:34])[CH3:15])[C:7]2[C:12]([CH:13]=1)=[CH:11][CH:10]=[CH:9][CH:8]=2.[BH-](OC(C)=O)(OC(C)=O)O[C:37](C)=O.[Na+], predict the reaction product. The product is: [Cl:3][C:4]1[CH:5]=[C:6]([C@@H:14]([N:16]2[CH2:20][CH2:19][CH:18]([C:21]3([C:27]4[CH:28]=[CH:29][C:30]([F:33])=[CH:31][CH:32]=4)[CH2:22][CH2:23][N:24]([CH3:37])[CH2:25][CH2:26]3)[C:17]2=[O:34])[CH3:15])[C:7]2[C:12]([CH:13]=1)=[CH:11][CH:10]=[CH:9][CH:8]=2. (6) Given the reactants [C:1]([CH2:3][NH:4][C:5]([C:7]1([NH2:13])[CH2:12][CH2:11][CH2:10][CH2:9][CH2:8]1)=[O:6])#[N:2].Cl.[CH:15]([N:18]1[CH2:23][CH2:22][CH:21]([C:24]2[CH:32]=[CH:31][C:27]([C:28](O)=[O:29])=[CH:26][CH:25]=2)[CH2:20][CH2:19]1)([CH3:17])[CH3:16].C1C=CC2N(O)N=NC=2C=1.C(N(CC)CC)C, predict the reaction product. The product is: [C:1]([CH2:3][NH:4][C:5]([C:7]1([NH:13][C:28](=[O:29])[C:27]2[CH:26]=[CH:25][C:24]([CH:21]3[CH2:20][CH2:19][N:18]([CH:15]([CH3:16])[CH3:17])[CH2:23][CH2:22]3)=[CH:32][CH:31]=2)[CH2:12][CH2:11][CH2:10][CH2:9][CH2:8]1)=[O:6])#[N:2].